This data is from Forward reaction prediction with 1.9M reactions from USPTO patents (1976-2016). The task is: Predict the product of the given reaction. (1) Given the reactants [F:1][C:2]1[CH:7]=[CH:6][C:5]([C:8]2[N:9]([CH3:16])[CH:10]=[C:11]([N+:13]([O-])=O)[CH:12]=2)=[CH:4][CH:3]=1, predict the reaction product. The product is: [F:1][C:2]1[CH:7]=[CH:6][C:5]([CH:8]2[N:9]([CH3:16])[CH2:10][CH:11]([NH2:13])[CH2:12]2)=[CH:4][CH:3]=1. (2) The product is: [N:19]1[CH:20]=[CH:21][CH:22]=[CH:23][C:18]=1[C:9]1[CH:10]=[CH:11][C:12]([NH2:13])=[CH:14][CH:15]=1. Given the reactants CC1(C)C(C)(C)OB([C:9]2[CH:15]=[CH:14][C:12]([NH2:13])=[CH:11][CH:10]=2)O1.Br[C:18]1[CH:23]=[CH:22][CH:21]=[CH:20][N:19]=1.C([O-])([O-])=O.[Cs+].[Cs+], predict the reaction product. (3) Given the reactants [C:1]([C:3]1[CH:4]=[CH:5][C:6]([C:9]2([F:22])[CH2:14][CH2:13][N:12](C(OC(C)(C)C)=O)[CH2:11][CH2:10]2)=[N:7][CH:8]=1)#[N:2].[C:23]([OH:29])([C:25]([F:28])([F:27])[F:26])=[O:24], predict the reaction product. The product is: [F:26][C:25]([F:28])([F:27])[C:23]([OH:29])=[O:24].[F:22][C:9]1([C:6]2[CH:5]=[CH:4][C:3]([C:1]#[N:2])=[CH:8][N:7]=2)[CH2:14][CH2:13][NH:12][CH2:11][CH2:10]1. (4) Given the reactants [O:1]=[C:2]([N:10]1[C@@H:14]([C:15]2[CH:20]=[CH:19][CH:18]=[CH:17][CH:16]=2)[CH2:13][O:12][C:11]1=[O:21])[CH2:3]P(=O)(OC)OC.CC(C)([O-])C.[K+].[F:28][C:29]1[CH:34]=[CH:33][C:32]([CH2:35][CH:36]=O)=[CH:31][CH:30]=1, predict the reaction product. The product is: [F:28][C:29]1[CH:34]=[CH:33][C:32]([CH2:35]/[CH:36]=[CH:3]/[C:2]([N:10]2[C@@H:14]([C:15]3[CH:16]=[CH:17][CH:18]=[CH:19][CH:20]=3)[CH2:13][O:12][C:11]2=[O:21])=[O:1])=[CH:31][CH:30]=1.